From a dataset of Full USPTO retrosynthesis dataset with 1.9M reactions from patents (1976-2016). Predict the reactants needed to synthesize the given product. (1) Given the product [F:30][C:31]([F:44])([F:43])[S:32]([NH:1][C@@H:2]1[CH2:10][C:9]2[C:4](=[CH:5][CH:6]=[C:7]([CH2:11][N:12]3[CH:16]=[C:15]([CH2:17][OH:18])[C:14]([C:19]([F:22])([F:21])[F:20])=[N:13]3)[CH:8]=2)[CH2:3]1)(=[O:34])=[O:33], predict the reactants needed to synthesize it. The reactants are: [NH2:1][C@@H:2]1[CH2:10][C:9]2[C:4](=[CH:5][CH:6]=[C:7]([CH2:11][N:12]3[CH:16]=[C:15]([CH2:17][OH:18])[C:14]([C:19]([F:22])([F:21])[F:20])=[N:13]3)[CH:8]=2)[CH2:3]1.C(N(CC)CC)C.[F:30][C:31]([F:44])([F:43])[S:32](O[S:32]([C:31]([F:44])([F:43])[F:30])(=[O:34])=[O:33])(=[O:34])=[O:33]. (2) Given the product [S:17]1[CH:21]=[CH:20][C:19]([CH2:22][O:15][C:14](=[O:16])[C@H:12]([CH3:13])[NH:11][C:9](=[O:10])[CH2:8][C:4]2[CH:5]=[CH:6][CH:7]=[C:2]([Cl:1])[CH:3]=2)=[CH:18]1, predict the reactants needed to synthesize it. The reactants are: [Cl:1][C:2]1[CH:3]=[C:4]([CH2:8][C:9]([NH:11][C@H:12]([C:14]([OH:16])=[O:15])[CH3:13])=[O:10])[CH:5]=[CH:6][CH:7]=1.[S:17]1[CH:21]=[CH:20][C:19]([CH2:22]O)=[CH:18]1. (3) The reactants are: [CH2:1]([C:3]1[CH:8]=[CH:7][CH:6]=[CH:5][C:4]=1[NH:9][C:10](NC1C=C2C(=CC=1)N(CCC)NC2=O)=[O:11])[CH3:2].C(N1C2C(=CC([N+]([O-])=O)=CC=2)C(=O)N1)C=C. Given the product [CH2:1]([C:3]1[CH:8]=[CH:7][CH:6]=[CH:5][C:4]=1[N:9]=[C:10]=[O:11])[CH3:2], predict the reactants needed to synthesize it. (4) Given the product [F:38][C:22]1[C:23]([C:27]2[N:31]=[CH:30][N:29]([CH:32]3[CH2:37][CH2:36][CH2:35][CH2:34][O:33]3)[N:28]=2)=[CH:24][C:25]([CH3:26])=[C:20]([C:11]2[N:10]=[C:9]3[N:4]([CH:1]([CH3:3])[CH3:2])[C:5](=[O:18])[CH2:6][NH:7][C:8]3=[N:13][CH:12]=2)[CH:21]=1, predict the reactants needed to synthesize it. The reactants are: [CH:1]([N:4]1[C:9]2=[N:10][C:11]([Sn](C)(C)C)=[CH:12][N:13]=[C:8]2[NH:7][CH2:6][C:5]1=[O:18])([CH3:3])[CH3:2].Br[C:20]1[C:25]([CH3:26])=[CH:24][C:23]([C:27]2[N:31]=[CH:30][N:29]([CH:32]3[CH2:37][CH2:36][CH2:35][CH2:34][O:33]3)[N:28]=2)=[C:22]([F:38])[CH:21]=1.